Dataset: Experimentally validated miRNA-target interactions with 360,000+ pairs, plus equal number of negative samples. Task: Binary Classification. Given a miRNA mature sequence and a target amino acid sequence, predict their likelihood of interaction. (1) The miRNA is hsa-miR-5700 with sequence UAAUGCAUUAAAUUAUUGAAGG. The protein sequence of the target gene is MATPGFSCLLLSTSEIDLPMKRRV. Result: 1 (interaction). (2) The miRNA is hsa-miR-4691-3p with sequence CCAGCCACGGACUGAGAGUGCAU. The protein sequence of the target gene is MAAGVAAWLPFARAAAIGWMPVANCPMPLAPADKNKRQDELIVLNVSGRRFQTWRTTLERYPDTLLGSTEKEFFFNEDTKEYFFDRDPEVFRCVLNFYRTGKLHYPRYECISAYDDELAFYGILPEIIGDCCYEEYKDRKRENAERLMDDNDSENNQESMPSLSFRQTMWRAFENPHTSTLALVFYYVTGFFIAVSVITNVVETVPCGTVPGSKELPCGERYSVAFFCLDTACVMIFTVEYLLRLFAAPSRYRFIRSVMSIIDVVAIMPYYIGLVMTNNEDVSGAFVTLRVFRVFRIFKF.... Result: 0 (no interaction). (3) The miRNA is hsa-miR-4452 with sequence UUGAAUUCUUGGCCUUAAGUGAU. The protein sequence of the target gene is MSEPAPEVPEELFREVKYYAVGDIDPQVIQLLKAGKAKEVSYNALASHIISEDGDNPEVGEAREVFDLPVVKPSWVTLSVQCGALLPVNGFSPESCQIFFGLTACLSQVSSEDRSALWALVTFHGGSCQLNLNKKCTHLIVPEPKGEKYERAVKRTSIKIVTPDWVLDCVSEKRRKDEAFYHPRLIIYEEEEEEEEEGDNEEQDSQNEGSTEKSSVASSAVASPAEQPCSPKPRAEVSKGELMFDDSSDSSPEKQERSLNWAPAEAPPLNTAQRRLPQGKGPGLINLCANVPPVPGDILP.... Result: 0 (no interaction). (4) The miRNA is mmu-miR-1896 with sequence CUCUCUGAUGGUGGGUGAGGAG. The protein sequence of the target gene is MADENQEIGGIHFPFPFPPYPIQKDFMAELYKVLEGGKIGIFESPTGTGKSLSLICGALSWLRDFEKKKLQAEALLLAPGSGPPSSEKNSLLTSSSCQEPTDTPRPAGEPDWVTEFVQKKEERDLVERLREEQVRRRKREERLKEVCQDGRLRFAAKRTKHEEEETEALLRLSREMLDAGTGPEQLEQLECGEEHLVLAEYESDEERRGSRVDEAEDDLEEEHITKIYYCSRTHSQLAQFVREVLKSPFGKETRLVSLGSRQTLCVNEDVKNLGSVQLMNDRCVDMQRSKREKNGTGEDK.... Result: 1 (interaction). (5) The miRNA is mmu-miR-100-3p with sequence ACAAGCUUGUGUCUAUAGGUAU. The protein sequence of the target gene is MQQPVNYPCPQIYWVDSSATSPWAPPGSVFSCPSSGPRGPGQRRPPPPPPPPSPLPPPSQPPPLPPLSPLKKKDNIELWLPVIFFMVLVALVGMGLGMYQLFHLQKELAELREFTNHSLRVSSFEKQIANPSTPSETKKPRSVAHLTGNPRSRSIPLEWEDTYGTALISGVKYKKGGLVINEAGLYFVYSKVYFRGQSCNSQPLSHKVYMRNFKYPGDLVLMEEKKLNYCTTGQIWAHSSYLGAVFNLTVADHLYVNISQLSLINFEESKTFFGLYKL. Result: 0 (no interaction). (6) The miRNA is mmu-miR-1912-3p with sequence CACAGAACAUGCAGUGAGAACU. The protein sequence of the target gene is MASGSGPGAAASANLNAVRETMDVLLEISRILNTGLDMETLSICVRLCEQGINPEALSSVIKELRKGTEALKAAENTS. Result: 1 (interaction). (7) Result: 0 (no interaction). The miRNA is cel-miR-1829c-5p with sequence AAGCGAAAUUCAAGAUGGUUGUA. The protein sequence of the target gene is MGLEALVPLAMIVAIFLLLVDLMHRHQRWAARYPPGPLPLPGLGNLLHVDFQNTPYCFDQLRRRFGDVFSLQLAWTPVVVLNGLAAVREAMVTRGEDTADRPPAPIYQVLGFGPRSQGVILSRYGPAWREQRRFSVSTLRNLGLGKKSLEQWVTEEAACLCAAFADQAGRPFRPNGLLDKAVSNVIASLTCGRRFEYDDPRFLRLLDLAQEGLKEESGFLREVLNAVPVLPHIPALAGKVLRFQKAFLTQLDELLTEHRMTWDPAQPPRDLTEAFLAKKEKAKGSPESSFNDENLRIVVG.... (8) The miRNA is hsa-miR-155-5p with sequence UUAAUGCUAAUCGUGAUAGGGGUU. The protein sequence of the target gene is MLENYRNLVFVGIAASKPDLITCLEQGKEPWNVKRHEMVAEPPVVCSYFARDLWPKQGKKNYFQKVILRRYKKCGCENLQLRKYCKSMDECKVHKECYNGLNQCLTTTQNKIFQCDKYVKVFHKFSNSNRHTIRHTGKKSFKCKECEKSFCMLSHLAQHKRIHSGEKPYKCKECGKAYNETSNLSTHKRIHTGKKPYKCEECGKAFNRLSHLTTHKIIHTGKKPYKCEECGKAFNQSANLTTHKRIHTGEKPYKCEECGRAFSQSSTLTAHKIIHAGEKPYKCEECGKAFSQSSTLTTHK.... Result: 1 (interaction).